Dataset: Full USPTO retrosynthesis dataset with 1.9M reactions from patents (1976-2016). Task: Predict the reactants needed to synthesize the given product. (1) Given the product [CH3:16][C:13]1[CH:14]=[CH:15][C:10]([CH2:2][C:1]#[N:3])=[N:11][CH:12]=1, predict the reactants needed to synthesize it. The reactants are: [C:1](#[N:3])[CH3:2].[Li]CCCC.Br[C:10]1[CH:15]=[CH:14][C:13]([CH3:16])=[CH:12][N:11]=1. (2) Given the product [Cl:15][C:16]1[CH:22]=[CH:21][C:20]([CH3:23])=[CH:19][C:17]=1[NH:18][C:9](=[O:11])[C:8]1[CH:7]=[C:6]([CH:5]=[CH:4][C:3]=1[O:2][CH3:1])[C:12]([NH2:14])=[O:13], predict the reactants needed to synthesize it. The reactants are: [CH3:1][O:2][C:3]1[C:8]([C:9]([OH:11])=O)=[CH:7][C:6]([C:12]([NH2:14])=[O:13])=[CH:5][CH:4]=1.[Cl:15][C:16]1[CH:22]=[CH:21][C:20]([CH3:23])=[CH:19][C:17]=1[NH2:18].